Dataset: Experimentally validated miRNA-target interactions with 360,000+ pairs, plus equal number of negative samples. Task: Binary Classification. Given a miRNA mature sequence and a target amino acid sequence, predict their likelihood of interaction. (1) The miRNA is rno-miR-672-5p with sequence UGAGGUUGGUGUACUGUGUGUGA. The protein sequence of the target gene is MDEEEVEVVESPSEVLQPEVTVVVTGEPPEAAEEDLDYEEEEETSPEVIETLSLLDVLRVSAVMEDVIDQLSILGYIIPVQYERRQSLTQKASHEGASMITTTPKKSTSLLTKEKSMMAENKQRGQDFTFKKPTKQTMMTLETLKKIQNDRQYFSDVIANAMMEMQDSGSFTSLLKALGKERDSKMNFHDVITREEKGRKQIKTLQKQLLDVKRERQMQVQNGNEYIAHLRDQLQEMKAKTNLENLYMKRNAELQISQTQKKCNRAEELLLEEIEKLRMKTEEENRVHTEIEMFLKKQQQ.... Result: 0 (no interaction). (2) The miRNA is hsa-miR-196a-3p with sequence CGGCAACAAGAAACUGCCUGAG. The protein sequence of the target gene is MAKHLKFIARTVMVQEGNVESAYRTLNRILTMDGLIEDIKHRRYYEKPCCRRQRESYERCRRIYNMEMARKINFLMRKNRADPWQGC. Result: 1 (interaction). (3) The miRNA is hsa-miR-7162-3p with sequence UCUGAGGUGGAACAGCAGC. The protein sequence of the target gene is MKRERGALSRASRALRLSPFVYLLLIQPVPLEGVNITSPVRLIHGTVGKSALLSVQYSSTSSDKPVVKWQLKRDKPVTVVQSIGTEVIGTLRPDYRDRIRLFENGSLLLSDLQLADEGTYEVEISITDDTFTGEKTINLTVDVPISRPQVLVASTTVLELSEAFTLNCSHENGTKPSYTWLKDGKPLLNDSRMLLSPDQKVLTITRVLMEDDDLYSCVVENPISQVRSLPVKITVYRRSSLYIILSTGGIFLLVTLVTVCACWKPSKKSRKKRKLEKQNSLEYMDQNDDRLKSEADTLPR.... Result: 0 (no interaction). (4) The miRNA is hsa-miR-4747-3p with sequence AAGGCCCGGGCUUUCCUCCCAG. The protein sequence of the target gene is MDRFGDISEGEVDHSFFDSDFEDAKKCESNSIFDKQNDDDLKEGINKDTKNVNLKFGVQNDHLKEKIDNNTENVNLKLGLQTTENYLTQKGNERKANFSSKEQHIENDPTQARSSSVLTSSRSKKSCDATKGHKLNLPVPDRIPKIVKGEDDYYTDGEESSDDGKKYVRSKSAKPSSNLKKNVSKKYSSSSLSSSSSRSNSDCSDMGSDRQRRSESHSSGKCVSSVTPSSPKQRCKSGRKSSAQPSSTKQKTGDYHESEGNVPDITPLSTPDVSPAQSLELGQPPDQKVKVKKQENVSRD.... Result: 0 (no interaction).